From a dataset of CYP1A2 inhibition data for predicting drug metabolism from PubChem BioAssay. Regression/Classification. Given a drug SMILES string, predict its absorption, distribution, metabolism, or excretion properties. Task type varies by dataset: regression for continuous measurements (e.g., permeability, clearance, half-life) or binary classification for categorical outcomes (e.g., BBB penetration, CYP inhibition). Dataset: cyp1a2_veith. (1) The drug is COc1ccccc1CNc1ncncc1-c1ccccc1OC. The result is 1 (inhibitor). (2) The result is 1 (inhibitor). The molecule is Cc1nc2c(c(-c3ccccc3)c1C#N)C(=O)c1ccccc1-2. (3) The molecule is CN(Cc1ccco1)c1nc(-c2ccccc2Cl)nc2ccccc12. The result is 1 (inhibitor). (4) The compound is c1ccc2oc(C3=NCCN3)cc2c1. The result is 1 (inhibitor). (5) The result is 0 (non-inhibitor). The molecule is CC1CCN(CCCCOc2ccccc2[N+](=O)[O-])CC1.O=C(O)C(=O)O. (6) The drug is COCCNc1nc(-c2ccc(C(=O)N(C)C)cc2)nc2ccccc12. The result is 1 (inhibitor). (7) The molecule is O=c1c(-c2ccccc2)nc2cnc(N3CCOCC3)nc2n1-c1ccccc1. The result is 1 (inhibitor). (8) The molecule is C[C@@H](O)CC(C)(C)N.Oc1c(Cl)c(Cl)c(Cl)c(Cl)c1Cl. The result is 1 (inhibitor).